This data is from Full USPTO retrosynthesis dataset with 1.9M reactions from patents (1976-2016). The task is: Predict the reactants needed to synthesize the given product. (1) Given the product [OH:1][C:2]1[C:11]2[C:6](=[CH:7][CH:8]=[C:9]([OH:12])[CH:10]=2)[O:5][C:4](=[O:14])[CH:3]=1, predict the reactants needed to synthesize it. The reactants are: [OH:1][C:2]1[C:11]2[C:6](=[CH:7][CH:8]=[C:9]([O:12]C)[CH:10]=2)[O:5][C:4](=[O:14])[CH:3]=1.B(Br)(Br)Br. (2) Given the product [C:1]([O:4][CH2:5][C:6]1[C:7]([N:13]2[CH2:25][CH2:24][N:16]3[C:17]4[CH2:18][CH2:19][CH2:20][CH2:21][C:22]=4[CH:23]=[C:15]3[C:14]2=[O:26])=[N:8][CH:9]=[CH:10][C:11]=1[B:27]1[O:31][C:30]([CH3:33])([CH3:32])[C:29]([CH3:35])([CH3:34])[O:28]1)(=[O:3])[CH3:2], predict the reactants needed to synthesize it. The reactants are: [C:1]([O:4][CH2:5][C:6]1[C:7]([N:13]2[CH2:25][CH2:24][N:16]3[C:17]4[CH2:18][CH2:19][CH2:20][CH2:21][C:22]=4[CH:23]=[C:15]3[C:14]2=[O:26])=[N:8][CH:9]=[CH:10][C:11]=1Cl)(=[O:3])[CH3:2].[B:27]1([B:27]2[O:31][C:30]([CH3:33])([CH3:32])[C:29]([CH3:35])([CH3:34])[O:28]2)[O:31][C:30]([CH3:33])([CH3:32])[C:29]([CH3:35])([CH3:34])[O:28]1.CC(C1C=C(C(C)C)C(C2C=CC=CC=2P(C2CCCCC2)C2CCCCC2)=C(C(C)C)C=1)C.C(O[K])(C)=O. (3) The reactants are: [C:1]([C@H:5]1[CH2:10][CH2:9][C@H:8]([NH:11][C:12]([C:14]2[N:18]([CH2:19][C:20]3[CH:29]=[CH:28][C:23]([C:24]([O:26]C)=[O:25])=[CH:22][CH:21]=3)[N:17]=[C:16]([C:30]3[CH:35]=[C:34]([F:36])[C:33]([F:37])=[C:32]([F:38])[CH:31]=3)[CH:15]=2)=[O:13])[CH2:7][CH2:6]1)([CH3:4])([CH3:3])[CH3:2].[OH-].[Na+]. Given the product [C:1]([C@H:5]1[CH2:10][CH2:9][C@H:8]([NH:11][C:12]([C:14]2[N:18]([CH2:19][C:20]3[CH:29]=[CH:28][C:23]([C:24]([OH:26])=[O:25])=[CH:22][CH:21]=3)[N:17]=[C:16]([C:30]3[CH:31]=[C:32]([F:38])[C:33]([F:37])=[C:34]([F:36])[CH:35]=3)[CH:15]=2)=[O:13])[CH2:7][CH2:6]1)([CH3:4])([CH3:2])[CH3:3], predict the reactants needed to synthesize it. (4) Given the product [Br:1][C:2]1[CH:3]=[C:4]2[C:8](=[CH:9][CH:10]=1)[N:7]([CH:12]1[CH2:13][CH2:14][CH2:15][CH2:16][O:11]1)[N:6]=[CH:5]2, predict the reactants needed to synthesize it. The reactants are: [Br:1][C:2]1[CH:3]=[C:4]2[C:8](=[CH:9][CH:10]=1)[NH:7][N:6]=[CH:5]2.[O:11]1[CH:16]=[CH:15][CH2:14][CH2:13][CH2:12]1.CC1C=CC(S([O-])(=O)=O)=CC=1.C1C=C[NH+]=CC=1. (5) Given the product [CH2:1]([C:5]1[S:9][C:8]2[CH:10]=[CH:11][CH:12]=[CH:13][C:7]=2[C:6]=1[C:14]1[CH:19]=[CH:18][C:17]([C:20]2[CH:25]=[CH:24][C:23]([O:26][CH:30]([CH2:32][C:33]3[CH:38]=[CH:37][CH:36]=[CH:35][CH:34]=3)[C:29]([OH:39])=[O:28])=[CH:22][CH:21]=2)=[CH:16][CH:15]=1)[CH2:2][CH2:3][CH3:4], predict the reactants needed to synthesize it. The reactants are: [CH2:1]([C:5]1[S:9][C:8]2[CH:10]=[CH:11][CH:12]=[CH:13][C:7]=2[C:6]=1[C:14]1[CH:19]=[CH:18][C:17]([C:20]2[CH:25]=[CH:24][C:23]([OH:26])=[CH:22][CH:21]=2)=[CH:16][CH:15]=1)[CH2:2][CH2:3][CH3:4].C[O:28][C:29](=[O:39])[CH:30]([CH2:32][C:33]1[CH:38]=[CH:37][CH:36]=[CH:35][CH:34]=1)O. (6) Given the product [OH:21][C:17]1[CH:16]=[C:15]([CH:20]=[CH:19][CH:18]=1)[C:13](=[O:14])[CH:12]=[CH:11][C:5]1[CH:6]=[CH:7][C:8]2[O:9][CH2:10][O:2][C:3]=2[CH:4]=1, predict the reactants needed to synthesize it. The reactants are: C[O:2][C:3]1[CH:4]=[C:5]([CH:11]=[CH:12][C:13]([C:15]2[CH:20]=[CH:19][CH:18]=[C:17]([OH:21])[CH:16]=2)=[O:14])[CH:6]=[CH:7][C:8]=1[O:9][CH3:10].C1C(C=O)=CC2OCOC=2C=1. (7) Given the product [CH2:12]([O:14][C:15]([C:16]1[CH:21]=[CH:20][C:19]2[N:22]=[C:24]([NH:9][C:7]3[S:8][C:4]4[CH:3]=[C:2]([Cl:1])[CH:11]=[CH:10][C:5]=4[N:6]=3)[N:23]([CH3:26])[C:18]=2[CH:17]=1)=[O:25])[CH3:13], predict the reactants needed to synthesize it. The reactants are: [Cl:1][C:2]1[CH:11]=[CH:10][C:5]2[N:6]=[C:7]([NH2:9])[S:8][C:4]=2[CH:3]=1.[CH2:12]([O:14][C:15](=[O:25])[C:16]1[CH:21]=[CH:20][C:19]([NH2:22])=[C:18]([NH:23][CH3:24])[CH:17]=1)[CH3:13].[CH2:26](Cl)CCl. (8) Given the product [Cl:19][C:20]1[CH:25]=[C:24]([N:15]2[CH2:16][CH2:17][O:18][CH:13]([C:10]3[NH:11][CH:12]=[C:8]([C:5]4[CH:6]=[CH:7][C:2]([Cl:1])=[CH:3][CH:4]=4)[N:9]=3)[CH2:14]2)[N:23]=[C:22]([NH2:27])[N:21]=1, predict the reactants needed to synthesize it. The reactants are: [Cl:1][C:2]1[CH:7]=[CH:6][C:5]([C:8]2[N:9]=[C:10]([CH:13]3[O:18][CH2:17][CH2:16][NH:15][CH2:14]3)[NH:11][CH:12]=2)=[CH:4][CH:3]=1.[Cl:19][C:20]1[CH:25]=[C:24](Cl)[N:23]=[C:22]([NH2:27])[N:21]=1.CCN(C(C)C)C(C)C.